This data is from NCI-60 drug combinations with 297,098 pairs across 59 cell lines. The task is: Regression. Given two drug SMILES strings and cell line genomic features, predict the synergy score measuring deviation from expected non-interaction effect. Drug 1: C1=CC(=CC=C1CCCC(=O)O)N(CCCl)CCCl. Drug 2: C1=NC2=C(N1)C(=S)N=C(N2)N. Cell line: MDA-MB-435. Synergy scores: CSS=4.89, Synergy_ZIP=-5.48, Synergy_Bliss=-1.87, Synergy_Loewe=-23.6, Synergy_HSA=-5.15.